From a dataset of Full USPTO retrosynthesis dataset with 1.9M reactions from patents (1976-2016). Predict the reactants needed to synthesize the given product. (1) The reactants are: [Cl:1][C:2]1[CH:3]=[CH:4][C:5]2[NH:11][C:10](=O)[C@@H:9]([CH2:13][C:14]([O:16][CH2:17][CH:18]=[CH2:19])=[O:15])[O:8][C@H:7]([C:20]3[CH:25]=[CH:24][CH:23]=[C:22]([O:26][CH3:27])[C:21]=3[Cl:28])[C:6]=2[CH:29]=1.C(=O)([O-])O.[Na+].P12(SP3(SP(SP(S3)(S1)=S)(=S)S2)=S)=[S:36]. Given the product [Cl:1][C:2]1[CH:3]=[CH:4][C:5]2[NH:11][C:10](=[S:36])[C@@H:9]([CH2:13][C:14]([O:16][CH2:17][CH:18]=[CH2:19])=[O:15])[O:8][C@H:7]([C:20]3[CH:25]=[CH:24][CH:23]=[C:22]([O:26][CH3:27])[C:21]=3[Cl:28])[C:6]=2[CH:29]=1, predict the reactants needed to synthesize it. (2) Given the product [N+:37](=[CH2:36])=[N-:44].[C:1]([O:5][C:6](=[O:20])[CH2:7][CH:8]([NH:12][C:13](=[O:19])[CH2:14][S:15][C:16](=[O:18])[CH3:17])[C:9](=[O:11])[CH2:33][Cl:35])([CH3:2])([CH3:3])[CH3:4], predict the reactants needed to synthesize it. The reactants are: [C:1]([O:5][C:6](=[O:20])[CH2:7][CH:8]([NH:12][C:13](=[O:19])[CH2:14][S:15][C:16](=[O:18])[CH3:17])[C:9]([OH:11])=O)([CH3:4])([CH3:3])[CH3:2].CN1CCOCC1.C(O[C:33]([Cl:35])=O)C(C)C.[CH3:36][N:37]([N:44]=O)C(N[N+]([O-])=O)=N.[OH-].[K+].Cl.O1CCOCC1. (3) Given the product [SH:5][C@H:24]1[C:25](=[O:26])[N:22]([C:19]2[CH:20]=[CH:21][C:16]([O:15][CH3:14])=[CH:17][CH:18]=2)[C@@H:23]1[C:35]([O:37][CH2:38][CH3:39])=[O:36], predict the reactants needed to synthesize it. The reactants are: C([Si](C(C)C)(C(C)C)[SH:5])(C)C.[H-].[Na+].[CH3:14][O:15][C:16]1[CH:21]=[CH:20][C:19]([N:22]2[C:25](=[O:26])[C@@H:24](OS(C(F)(F)F)(=O)=O)[C@H:23]2[C:35]([O:37][CH2:38][CH3:39])=[O:36])=[CH:18][CH:17]=1. (4) Given the product [CH:12]1([C:17]2([CH3:30])[CH2:25][C:24]3[C:19](=[C:20]([CH3:28])[C:21]([CH3:27])=[C:22]([O:26][CH2:28][C:20]4[CH:21]=[C:22]([CH:23]=[CH:24][CH:19]=4)[O:26][C:3]4[CH:4]=[CH:5][C:6]([C:7]([OH:9])=[O:8])=[CH:10][CH:11]=4)[CH:23]=3)[C:18]2=[O:29])[CH2:13][CH2:14][CH2:15][CH2:16]1, predict the reactants needed to synthesize it. The reactants are: FC[C:3]1[CH:11]=[CH:10][C:6]([C:7]([O-:9])=[O:8])=[CH:5][CH:4]=1.[CH:12]1([C:17]2([CH3:30])[CH2:25][C:24]3[C:19](=[C:20]([CH3:28])[C:21]([CH3:27])=[C:22]([OH:26])[CH:23]=3)[C:18]2=[O:29])[CH2:16][CH2:15][CH2:14][CH2:13]1. (5) Given the product [N:27]1[CH:28]=[CH:29][CH:30]=[CH:31][C:26]=1[C:24]#[C:25][C:2]1[CH:3]=[C:4]([S:9][C:10]2[CH:22]=[CH:21][C:13]([O:14][CH2:15][C:16]([O:18][CH2:19][CH3:20])=[O:17])=[C:12]([CH3:23])[CH:11]=2)[CH:5]=[C:6]([C:45]#[C:50][C:49]2[CH:48]=[CH:47][CH:46]=[CH:51][N:54]=2)[CH:7]=1, predict the reactants needed to synthesize it. The reactants are: Br[C:2]1[CH:3]=[C:4]([S:9][C:10]2[CH:22]=[CH:21][C:13]([O:14][CH2:15][C:16]([O:18][CH2:19][CH3:20])=[O:17])=[C:12]([CH3:23])[CH:11]=2)[CH:5]=[C:6](Br)[CH:7]=1.[C:24]([C:26]1[CH:31]=[CH:30][CH:29]=[CH:28][N:27]=1)#[CH:25].C(P(C(C)(C)C)C(C)(C)C)(C)(C)C.[CH2:45]1[CH2:50][CH2:49][CH2:48][CH2:47][CH2:46]1.[CH:51]([NH:54]C(C)C)(C)C.